This data is from Reaction yield outcomes from USPTO patents with 853,638 reactions. The task is: Predict the reaction yield, written as a fraction of the theoretical maximum amount of product (1.0 means a 100% yield; for example, 0.34 means a 34% yield). (1) The reactants are [CH2:1]([N:5]1[C:9]([CH3:10])=[C:8]([C:11]2[CH:16]=[CH:15][C:14]([F:17])=[CH:13][CH:12]=2)[N:7]=[N:6]1)[CH2:2][C:3]#[CH:4].Br[C:19]1[CH:24]=[CH:23][CH:22]=[CH:21][N:20]=1. No catalyst specified. The product is [F:17][C:14]1[CH:13]=[CH:12][C:11]([C:8]2[N:7]=[N:6][N:5]([CH2:1][CH2:2][C:3]#[C:4][C:19]3[CH:24]=[CH:23][CH:22]=[CH:21][N:20]=3)[C:9]=2[CH3:10])=[CH:16][CH:15]=1. The yield is 0.580. (2) The reactants are [O:1]=[C:2]1[C:11]2[C:6](=[CH:7][C:8]([C:12]([O:14][CH3:15])=[O:13])=[CH:9][CH:10]=2)[O:5][CH2:4][CH2:3]1.[CH:16](=O)[CH:17]([CH3:19])[CH3:18]. No catalyst specified. The product is [CH3:16][CH:17]([CH3:19])[CH:18]=[C:3]1[C:2](=[O:1])[C:11]2[C:6](=[CH:7][C:8]([C:12]([O:14][CH3:15])=[O:13])=[CH:9][CH:10]=2)[O:5][CH2:4]1. The yield is 0.580.